Regression. Given a peptide amino acid sequence and an MHC pseudo amino acid sequence, predict their binding affinity value. This is MHC class II binding data. From a dataset of Peptide-MHC class II binding affinity with 134,281 pairs from IEDB. (1) The peptide sequence is KTGQALVVGIYDEPM. The MHC is HLA-DPA10301-DPB10402 with pseudo-sequence HLA-DPA10301-DPB10402. The binding affinity (normalized) is 0.310. (2) The peptide sequence is VVAVDIKEKGKDKWI. The MHC is DRB1_0301 with pseudo-sequence DRB1_0301. The binding affinity (normalized) is 0.432. (3) The peptide sequence is LDGNLLSSNDLAKYK. The MHC is DRB1_0901 with pseudo-sequence DRB1_0901. The binding affinity (normalized) is 0.365. (4) The peptide sequence is STWLLKPGAGIMIFD. The MHC is DRB3_0101 with pseudo-sequence DRB3_0101. The binding affinity (normalized) is 0.524.